From a dataset of Forward reaction prediction with 1.9M reactions from USPTO patents (1976-2016). Predict the product of the given reaction. (1) Given the reactants [OH:1][C:2]1[CH:7]=[C:6]([O:8][CH3:9])[CH:5]=[CH:4][C:3]=1[C:10](/[C:12](=[CH:20]\[C:21]1[CH:26]=[CH:25][CH:24]=[CH:23][CH:22]=1)/C(OC(C)(C)C)=O)=[O:11].C1(C)C=CC(S(O)(=O)=O)=CC=1, predict the reaction product. The product is: [CH3:9][O:8][C:6]1[CH:7]=[C:2]2[C:3]([C:10](=[O:11])[CH2:12][C@H:20]([C:21]3[CH:26]=[CH:25][CH:24]=[CH:23][CH:22]=3)[O:1]2)=[CH:4][CH:5]=1. (2) Given the reactants [C:1]1([C:7]2[S:8][C:9]([C:18]([O:20][CH2:21][CH3:22])=[O:19])=[C:10]([C:12]3C=[CH:16][CH:15]=[CH:14][CH:13]=3)[N:11]=2)[CH:6]=[CH:5][CH:4]=[CH:3][CH:2]=1.O=C(C1C=CC=C[N:43]=1)C(OS(C1C=CC(C)=CC=1)(=O)=O)C(OCC)=O.C(=S)(N)C1C=CC=CC=1, predict the reaction product. The product is: [C:1]1([C:7]2[S:8][C:9]([C:18]([O:20][CH2:21][CH3:22])=[O:19])=[C:10]([C:12]3[CH:13]=[CH:14][CH:15]=[CH:16][N:43]=3)[N:11]=2)[CH:6]=[CH:5][CH:4]=[CH:3][CH:2]=1. (3) Given the reactants [Br:1][C:2]1[CH:11]=[CH:10][C:9]2[N:8]=[CH:7][C:6]3[NH:12][C:13](=[O:22])[N:14]([C:15]4[CH:20]=[CH:19][C:18]([F:21])=[CH:17][CH:16]=4)[C:5]=3[C:4]=2[CH:3]=1.I[CH3:24].[OH-].[Na+], predict the reaction product. The product is: [Br:1][C:2]1[CH:11]=[CH:10][C:9]2[N:8]=[CH:7][C:6]3[N:12]([CH3:24])[C:13](=[O:22])[N:14]([C:15]4[CH:20]=[CH:19][C:18]([F:21])=[CH:17][CH:16]=4)[C:5]=3[C:4]=2[CH:3]=1. (4) Given the reactants [CH2:1]([O:3][C:4]1[C:8]([CH2:9][CH2:10][C:11](OCC)=[O:12])=[CH:7][N:6]([C:16]2[CH:21]=[CH:20][CH:19]=[CH:18][N:17]=2)[N:5]=1)[CH3:2].[H-].C([Al+]CC(C)C)C(C)C.Cl, predict the reaction product. The product is: [CH2:1]([O:3][C:4]1[C:8]([CH2:9][CH2:10][CH2:11][OH:12])=[CH:7][N:6]([C:16]2[CH:21]=[CH:20][CH:19]=[CH:18][N:17]=2)[N:5]=1)[CH3:2]. (5) Given the reactants [OH:1][C:2]1([C:29]2[S:33][C:32](S(C)(=O)=O)=[N:31][CH:30]=2)[CH2:7][CH2:6][CH:5]([N:8]2[CH2:11][CH:10]([NH:12][C:13]([CH2:15][NH:16][C:17](=[O:28])[C:18]3[CH:23]=[CH:22][CH:21]=[C:20]([C:24]([F:27])([F:26])[F:25])[CH:19]=3)=[O:14])[CH2:9]2)[CH2:4][CH2:3]1.[NH:38]1[CH2:42][CH2:41][CH2:40][CH2:39]1, predict the reaction product. The product is: [OH:1][C:2]1([C:29]2[S:33][C:32]([N:38]3[CH2:42][CH2:41][CH2:40][CH2:39]3)=[N:31][CH:30]=2)[CH2:7][CH2:6][CH:5]([N:8]2[CH2:9][CH:10]([NH:12][C:13]([CH2:15][NH:16][C:17](=[O:28])[C:18]3[CH:23]=[CH:22][CH:21]=[C:20]([C:24]([F:25])([F:26])[F:27])[CH:19]=3)=[O:14])[CH2:11]2)[CH2:4][CH2:3]1.